From a dataset of Catalyst prediction with 721,799 reactions and 888 catalyst types from USPTO. Predict which catalyst facilitates the given reaction. Reactant: C[O:2][C:3](=[O:40])[C@@H:4]([C:6]1[CH:7]=[C:8]([C:16]2[CH:21]=[CH:20][C:19]([C:22]([F:25])([F:24])[F:23])=[CH:18][C:17]=2[CH2:26][N:27]([CH2:38][CH3:39])[C:28]([NH:30][CH2:31][C:32]2[CH:37]=[CH:36][CH:35]=[CH:34][CH:33]=2)=[O:29])[CH:9]=[C:10]([C:12]([F:15])([F:14])[F:13])[CH:11]=1)[CH3:5].[OH-].[Li+].OO.Cl. Product: [CH2:31]([NH:30][C:28](=[O:29])[N:27]([CH2:26][C:17]1[CH:18]=[C:19]([C:22]([F:23])([F:24])[F:25])[CH:20]=[CH:21][C:16]=1[C:8]1[CH:9]=[C:10]([C:12]([F:13])([F:14])[F:15])[CH:11]=[C:6]([C@@H:4]([CH3:5])[C:3]([OH:40])=[O:2])[CH:7]=1)[CH2:38][CH3:39])[C:32]1[CH:37]=[CH:36][CH:35]=[CH:34][CH:33]=1. The catalyst class is: 90.